This data is from Peptide-MHC class II binding affinity with 134,281 pairs from IEDB. The task is: Regression. Given a peptide amino acid sequence and an MHC pseudo amino acid sequence, predict their binding affinity value. This is MHC class II binding data. (1) The peptide sequence is YDKFLANVSTVFTGK. The MHC is DRB1_1302 with pseudo-sequence DRB1_1302. The binding affinity (normalized) is 0.825. (2) The peptide sequence is TLTPMMSSKFPELGM. The MHC is HLA-DPA10103-DPB10201 with pseudo-sequence HLA-DPA10103-DPB10201. The binding affinity (normalized) is 0.339.